Dataset: Reaction yield outcomes from USPTO patents with 853,638 reactions. Task: Predict the reaction yield, written as a fraction of the theoretical maximum amount of product (1.0 means a 100% yield; for example, 0.34 means a 34% yield). (1) The reactants are CC(C)([O-])C.[K+].[NH2:7][C:8]1[CH:13]=[CH:12][C:11]([OH:14])=[C:10]([CH3:15])[C:9]=1[F:16].[Cl:17][C:18]1[CH:23]=[C:22](Cl)[CH:21]=[CH:20][N:19]=1. The catalyst is CC(N(C)C)=O. The product is [Cl:17][C:18]1[CH:23]=[C:22]([O:14][C:11]2[CH:12]=[CH:13][C:8]([NH2:7])=[C:9]([F:16])[C:10]=2[CH3:15])[CH:21]=[CH:20][N:19]=1. The yield is 0.420. (2) The reactants are [K+].[C:2]([C:4]1[N:5]=[C:6]([C:17]([O-:19])=O)[N:7]([CH2:9][O:10][CH2:11][CH2:12][Si:13]([CH3:16])([CH3:15])[CH3:14])[CH:8]=1)#[N:3].CCN(C(C)C)C(C)C.C1CN([P+](Br)(N2CCCC2)N2CCCC2)CC1.F[P-](F)(F)(F)(F)F.[C:53]([O:57][C:58]([N:60]1[CH2:65][CH2:64][CH:63]([C:66]2[CH:71]=[CH:70][C:69]([NH2:72])=[C:68]([C:73]3[CH2:78][CH2:77][CH2:76][CH2:75][CH:74]=3)[N:67]=2)[CH2:62][CH2:61]1)=[O:59])([CH3:56])([CH3:55])[CH3:54]. The catalyst is C(Cl)Cl.CCOC(C)=O. The product is [C:53]([O:57][C:58]([N:60]1[CH2:65][CH2:64][CH:63]([C:66]2[CH:71]=[CH:70][C:69]([NH:72][C:17]([C:6]3[N:7]([CH2:9][O:10][CH2:11][CH2:12][Si:13]([CH3:14])([CH3:15])[CH3:16])[CH:8]=[C:4]([C:2]#[N:3])[N:5]=3)=[O:19])=[C:68]([C:73]3[CH2:78][CH2:77][CH2:76][CH2:75][CH:74]=3)[N:67]=2)[CH2:62][CH2:61]1)=[O:59])([CH3:56])([CH3:54])[CH3:55]. The yield is 0.400.